Predict the reaction yield, written as a fraction of the theoretical maximum amount of product (1.0 means a 100% yield; for example, 0.34 means a 34% yield). From a dataset of Reaction yield outcomes from USPTO patents with 853,638 reactions. (1) The reactants are [Br:1][C:2]1[CH:9]=[C:6]([CH:7]=[O:8])[C:5]([OH:10])=[CH:4][CH:3]=1.[CH2:11](Br)[C:12]1[CH:17]=[CH:16][CH:15]=[CH:14][CH:13]=1.C([O-])([O-])=O.[K+].[K+].CCOCC. The catalyst is CN(C=O)C.O. The product is [CH2:11]([O:10][C:5]1[CH:4]=[CH:3][C:2]([Br:1])=[CH:9][C:6]=1[CH:7]=[O:8])[C:12]1[CH:17]=[CH:16][CH:15]=[CH:14][CH:13]=1. The yield is 1.00. (2) The reactants are Cl[C:2]1[C:3]([NH:8][S:9]([C:12]2[CH:17]=[CH:16][CH:15]=[CH:14][C:13]=2[C:18]([F:21])([F:20])[F:19])(=[O:11])=[O:10])=[N:4][CH:5]=[CH:6][N:7]=1.[CH2:22]([OH:25])[C:23]#[CH:24].CC(O[K])=O. The product is [OH:25][CH2:22][C:23]#[C:24][C:2]1[C:3]([NH:8][S:9]([C:12]2[CH:17]=[CH:16][CH:15]=[CH:14][C:13]=2[C:18]([F:21])([F:20])[F:19])(=[O:11])=[O:10])=[N:4][CH:5]=[CH:6][N:7]=1. The yield is 0.500. The catalyst is CN(C=O)C.[Cu]I.Cl[Pd](Cl)([P](C1C=CC=CC=1)(C1C=CC=CC=1)C1C=CC=CC=1)[P](C1C=CC=CC=1)(C1C=CC=CC=1)C1C=CC=CC=1. (3) The reactants are C(OC([N:8]1[CH2:12][CH2:11][CH2:10][C:9]1([C:21]([N:23]1[CH2:29][CH2:28][CH2:27][N:26]([CH:30]2[CH2:33][CH2:32][CH2:31]2)[CH2:25][CH2:24]1)=[O:22])[CH2:13][C:14]1[CH:19]=[CH:18][CH:17]=[C:16]([F:20])[CH:15]=1)=O)(C)(C)C. The catalyst is CCO.Cl.O1CCOCC1. The product is [CH:30]1([N:26]2[CH2:27][CH2:28][CH2:29][N:23]([C:21]([C@@:9]3([CH2:13][C:14]4[CH:19]=[CH:18][CH:17]=[C:16]([F:20])[CH:15]=4)[CH2:10][CH2:11][CH2:12][NH:8]3)=[O:22])[CH2:24][CH2:25]2)[CH2:31][CH2:32][CH2:33]1. The yield is 0.540. (4) The reactants are [C:1]([O:5][C:6](=[O:33])[NH:7][C@H:8]([C:12]1[CH:13]=[N:14][CH:15]=[C:16]([C:18]2[N:22]([CH:23]([F:25])[F:24])[N:21]=[CH:20][C:19]=2[NH:26][C:27](=[O:32])[C@H:28]([CH3:31])[CH:29]=C)[CH:17]=1)[CH2:9][CH:10]=C)([CH3:4])([CH3:3])[CH3:2].CC1C=CC(S(O)(=O)=O)=CC=1. The catalyst is Cl[Ru](=C1N(C2C(C)=CC(C)=CC=2C)CCN1C1C(C)=CC(C)=CC=1C)(Cl)(=CC1C=CC=CC=1)[P](C1CCCCC1)(C1CCCCC1)C1CCCCC1. The product is [F:25][CH:23]([F:24])[N:22]1[N:21]=[CH:20][C:19]2[NH:26][C:27](=[O:32])[C@H:28]([CH3:29])[CH:31]=[CH:10][CH2:9][C@H:8]([NH:7][C:6](=[O:33])[O:5][C:1]([CH3:3])([CH3:4])[CH3:2])[C:12]3[CH:17]=[C:16]([CH:15]=[N:14][CH:13]=3)[C:18]1=2. The yield is 0.112. (5) The reactants are Cl[C:2]1[N:3]=[C:4]([N:19]2[CH2:23][CH2:22][C:21]([F:25])([F:24])[CH2:20]2)[C:5]2[N:10]=[N:9][N:8]([CH2:11][C:12]3[CH:17]=[CH:16][CH:15]=[CH:14][C:13]=3[Cl:18])[C:6]=2[N:7]=1.CCN(C(C)C)C(C)C.[CH2:35]([SH:37])[CH3:36]. The catalyst is CN(C=O)C. The product is [Cl:18][C:13]1[CH:14]=[CH:15][CH:16]=[CH:17][C:12]=1[CH2:11][N:8]1[C:6]2[N:7]=[C:2]([S:37][CH2:35][CH3:36])[N:3]=[C:4]([N:19]3[CH2:23][CH2:22][C:21]([F:25])([F:24])[CH2:20]3)[C:5]=2[N:10]=[N:9]1. The yield is 0.500.